From a dataset of Forward reaction prediction with 1.9M reactions from USPTO patents (1976-2016). Predict the product of the given reaction. (1) The product is: [Cl:8][C:9]1[N:10]=[CH:11][C:12]([C:13](=[N:18][OH:19])[NH2:14])=[CH:15][CH:16]=1. Given the reactants C(N(CC)CC)C.[Cl:8][C:9]1[CH:16]=[CH:15][C:12]([C:13]#[N:14])=[CH:11][N:10]=1.Cl.[NH2:18][OH:19], predict the reaction product. (2) Given the reactants C([O:5][C:6]([CH2:8][N:9]1[CH2:17][C:16]2([CH2:18][C:19]3[CH:24]=[CH:23][C:22]([Br:25])=[CH:21][CH:20]=3)[N:12]([C:13](=[O:35])[N:14]([C:27]3[CH:32]=[C:31]([Cl:33])[CH:30]=[C:29]([Cl:34])[CH:28]=3)[C:15]2=[O:26])[CH2:11][CH2:10]1)=[O:7])(C)(C)C.C(O)(C(F)(F)F)=O, predict the reaction product. The product is: [C:6]([CH2:8][N:9]1[CH2:17][C:16]2([CH2:18][C:19]3[CH:24]=[CH:23][C:22]([Br:25])=[CH:21][CH:20]=3)[N:12]([C:13](=[O:35])[N:14]([C:27]3[CH:28]=[C:29]([Cl:34])[CH:30]=[C:31]([Cl:33])[CH:32]=3)[C:15]2=[O:26])[CH2:11][CH2:10]1)([OH:7])=[O:5]. (3) Given the reactants [H-].[Na+].[N+:3]([CH2:6][CH3:7])([O-:5])=[O:4].Cl[C:9]1[CH:14]=[CH:13][C:12]([C:15]([F:18])([F:17])[F:16])=[CH:11][C:10]=1[N+:19]([O-:21])=[O:20].C(O)(=O)C.O, predict the reaction product. The product is: [N+:19]([C:10]1[CH:11]=[C:12]([C:15]([F:18])([F:17])[F:16])[CH:13]=[CH:14][C:9]=1[CH:6]([N+:3]([O-:5])=[O:4])[CH3:7])([O-:21])=[O:20]. (4) Given the reactants [C:1]1([CH:9]=[CH:10][C:11]2[CH:17]=[CH:16][C:14]([OH:15])=[CH:13][CH:12]=2)[CH:8]=[C:6]([OH:7])[CH:5]=[C:3]([OH:4])[CH:2]=1.[OH:18]C1C=C(C=C(O)C=1)C=O.OC1C=C(C=C(O)C=1)C=C.C(OC1C=CC(I)=CC=1)(=O)C, predict the reaction product. The product is: [C:1]1([CH:9]=[CH:10][C:11]2[CH:17]=[CH:16][C:14]([OH:15])=[CH:13][CH:12]=2)[CH:8]=[C:6]([OH:7])[CH:5]=[C:3]([OH:4])[CH:2]=1.[CH:12]1[C:11](/[CH:10]=[CH:9]/[C:1]2[CH:8]=[C:6]([OH:7])[CH:5]=[C:3]([OH:4])[CH:2]=2)=[CH:17][C:16]([OH:18])=[C:14]([OH:15])[CH:13]=1.